This data is from Catalyst prediction with 721,799 reactions and 888 catalyst types from USPTO. The task is: Predict which catalyst facilitates the given reaction. (1) Reactant: [N+:1]([C:4]1[CH:9]=[CH:8][C:7]([N:10]2[CH2:15][CH2:14][N:13]([S:16]([CH2:19][CH3:20])(=[O:18])=[O:17])[CH2:12][CH2:11]2)=[CH:6][CH:5]=1)([O-])=O. Product: [CH2:19]([S:16]([N:13]1[CH2:14][CH2:15][N:10]([C:7]2[CH:8]=[CH:9][C:4]([NH2:1])=[CH:5][CH:6]=2)[CH2:11][CH2:12]1)(=[O:18])=[O:17])[CH3:20]. The catalyst class is: 29. (2) Reactant: [CH:1]1[C:2]([CH2:10][C@@H:11]([NH2:28])[CH2:12][C:13]([N:15]2[CH2:27][C:19]3=[N:20][N:21]=[C:22]([C:23]([F:26])([F:25])[F:24])[N:18]3[CH2:17][CH2:16]2)=[O:14])=[C:3]([F:9])[CH:4]=[C:5]([F:8])[C:6]=1[F:7].[ClH:29]. Product: [CH:1]1[C:2]([CH2:10][C@@H:11]([NH2:28])[CH2:12][C:13]([N:15]2[CH2:27][C:19]3=[N:20][N:21]=[C:22]([C:23]([F:26])([F:25])[F:24])[N:18]3[CH2:17][CH2:16]2)=[O:14])=[C:3]([F:9])[CH:4]=[C:5]([F:8])[C:6]=1[F:7].[ClH:29]. The catalyst class is: 27. (3) Reactant: [C:1]([O:5][C:6]([N:8]1[CH2:13][CH2:12][C:11]([F:17])([C:14]([OH:16])=O)[CH2:10][CH2:9]1)=[O:7])([CH3:4])([CH3:3])[CH3:2].Cl.[CH3:19][NH:20][O:21][CH3:22].O.C(OCC)(=O)C. Product: [CH3:22][O:21][N:20]([CH3:19])[C:14]([C:11]1([F:17])[CH2:10][CH2:9][N:8]([C:6]([O:5][C:1]([CH3:2])([CH3:3])[CH3:4])=[O:7])[CH2:13][CH2:12]1)=[O:16]. The catalyst class is: 4. (4) Reactant: [N:1]1([C:7]2[CH:8]=[C:9]3[CH:15]=[CH:14][NH:13][C:10]3=[N:11][CH:12]=2)[CH2:6][CH2:5][O:4][CH2:3][CH2:2]1.[OH-].[K+].[I:18]I.[O-]S([O-])(=S)=O.[Na+].[Na+]. Product: [I:18][C:15]1[C:9]2[C:10](=[N:11][CH:12]=[C:7]([N:1]3[CH2:2][CH2:3][O:4][CH2:5][CH2:6]3)[CH:8]=2)[NH:13][CH:14]=1. The catalyst class is: 18. (5) Reactant: [OH:1][CH2:2][C@@H:3]([NH:11][C:12](=[O:21])[O:13][CH2:14][C:15]1[CH:20]=[CH:19][CH:18]=[CH:17][CH:16]=1)[CH2:4][C:5]1[CH:10]=[CH:9][CH:8]=[CH:7][CH:6]=1.CC(OI1(OC(C)=O)(OC(C)=O)OC(=O)C2C=CC=CC1=2)=O. Product: [O:1]=[CH:2][C@@H:3]([NH:11][C:12](=[O:21])[O:13][CH2:14][C:15]1[CH:16]=[CH:17][CH:18]=[CH:19][CH:20]=1)[CH2:4][C:5]1[CH:10]=[CH:9][CH:8]=[CH:7][CH:6]=1. The catalyst class is: 2.